This data is from Catalyst prediction with 721,799 reactions and 888 catalyst types from USPTO. The task is: Predict which catalyst facilitates the given reaction. Product: [N:1]1[C:10]2[C:5](=[CH:6][CH:7]=[CH:8][CH:9]=2)[C:4]([CH2:11][OH:12])=[CH:3][CH:2]=1. The catalyst class is: 5. Reactant: [N:1]1[C:10]2[C:5](=[CH:6][CH:7]=[CH:8][CH:9]=2)[C:4]([CH:11]=[O:12])=[CH:3][CH:2]=1.[BH4-].[Na+].Cl.